Predict the product of the given reaction. From a dataset of Forward reaction prediction with 1.9M reactions from USPTO patents (1976-2016). (1) Given the reactants [C:1]1([S:7][C:8]2[CH:13]=[CH:12][CH:11]=[CH:10][C:9]=2[NH:14][S:15]([C:18]2[CH:26]=[CH:25][C:21]([C:22](O)=[O:23])=[CH:20][CH:19]=2)(=[O:17])=[O:16])[CH:6]=[CH:5][CH:4]=[CH:3][CH:2]=1.Cl.[CH2:28]([O:30][C:31](=[O:34])[CH2:32][NH2:33])[CH3:29], predict the reaction product. The product is: [CH2:28]([O:30][C:31](=[O:34])[CH2:32][NH:33][C:22](=[O:23])[C:21]1[CH:20]=[CH:19][C:18]([S:15](=[O:17])(=[O:16])[NH:14][C:9]2[CH:10]=[CH:11][CH:12]=[CH:13][C:8]=2[S:7][C:1]2[CH:6]=[CH:5][CH:4]=[CH:3][CH:2]=2)=[CH:26][CH:25]=1)[CH3:29]. (2) Given the reactants [CH2:1]([O:5][C:6]([C:8]1[N:9]=[C:10]([Cl:26])[C:11]2[C:16]([C:17]=1[OH:18])=[CH:15][C:14]([O:19][C:20]1[CH:25]=[CH:24][CH:23]=[CH:22][CH:21]=1)=[CH:13][CH:12]=2)=[O:7])[CH2:2][CH2:3][CH3:4].[N+:27]([O-])([O-:29])=[O:28].[K+], predict the reaction product. The product is: [CH2:1]([O:5][C:6]([C:8]1[N:9]=[C:10]([Cl:26])[C:11]2[C:16]([C:17]=1[OH:18])=[CH:15][C:14]([O:19][C:20]1[CH:25]=[CH:24][C:23]([N+:27]([O-:29])=[O:28])=[CH:22][CH:21]=1)=[CH:13][CH:12]=2)=[O:7])[CH2:2][CH2:3][CH3:4]. (3) The product is: [CH2:1]([O:8][C:9]1[CH:14]=[CH:13][N:12]([C:15]2[NH:16][C:17]([C:21]([NH:25][CH2:26][C:27]3[CH:28]=[N:29][CH:30]=[CH:31][CH:32]=3)=[O:22])=[C:18]([CH3:20])[N:19]=2)[C:11](=[O:24])[CH:10]=1)[C:2]1[CH:7]=[CH:6][CH:5]=[CH:4][CH:3]=1. Given the reactants [CH2:1]([O:8][C:9]1[CH:14]=[CH:13][N:12]([C:15]2[NH:16][C:17]([C:21](O)=[O:22])=[C:18]([CH3:20])[N:19]=2)[C:11](=[O:24])[CH:10]=1)[C:2]1[CH:7]=[CH:6][CH:5]=[CH:4][CH:3]=1.[NH2:25][CH2:26][C:27]1[CH:28]=[N:29][CH:30]=[CH:31][CH:32]=1, predict the reaction product. (4) Given the reactants [OH:1][C@@H:2]1[C@H:7]([OH:8])[C@@H:6]2[CH2:9][CH2:10][C@H:3]1[C@@H:4]([C:19]([O:21][CH2:22][CH3:23])=[O:20])[N:5]2[C@@H](C1C=CC=CC=1)C, predict the reaction product. The product is: [OH:1][C@@H:2]1[C@H:7]([OH:8])[C@@H:6]2[CH2:9][CH2:10][C@H:3]1[C@@H:4]([C:19]([O:21][CH2:22][CH3:23])=[O:20])[NH:5]2. (5) The product is: [CH2:31]([C@@H:10]1[CH2:9][NH:8][CH2:12][C@H:11]1[CH2:13][N:14]([CH:28]1[CH2:29][CH2:38][CH2:30]1)[C:15]([CH:17]1[C:26]2[C:21](=[CH:22][CH:23]=[CH:24][CH:25]=2)[NH:20][C:19](=[O:27])[CH2:18]1)=[O:41])[C:32]1[CH:33]=[CH:34][CH:35]=[CH:36][CH:37]=1. Given the reactants C(OC([N:8]1[CH2:12][C@@H:11]([CH2:13][N:14]([CH:28]([CH3:30])[CH3:29])[C:15]([CH:17]2[C:26]3[C:21](=[CH:22][CH:23]=[CH:24][CH:25]=3)[NH:20][C:19](=[O:27])[CH2:18]2)=O)[C@H:10]([CH2:31][C:32]2[CH:37]=[CH:36][CH:35]=[CH:34][CH:33]=2)[CH2:9]1)=O)(C)(C)C.[CH3:38]C#N.[OH2:41].CC#N, predict the reaction product.